Dataset: Reaction yield outcomes from USPTO patents with 853,638 reactions. Task: Predict the reaction yield, written as a fraction of the theoretical maximum amount of product (1.0 means a 100% yield; for example, 0.34 means a 34% yield). (1) The reactants are [C:1]([O:5][C:6]([N:8]1[CH2:13][CH2:12][C:11]([O:17][CH2:18][C:19]2[CH:24]=[CH:23][CH:22]=[CH:21][CH:20]=2)([C:14]([OH:16])=O)[CH2:10][CH2:9]1)=[O:7])([CH3:4])([CH3:3])[CH3:2].N1C=CC=CC=1.C(Cl)(=O)C(Cl)=O.[CH3:37][N:38]([CH3:49])[C:39](=[O:48])[O:40][C:41]1[CH:46]=[CH:45][CH:44]=[C:43]([NH2:47])[CH:42]=1. The catalyst is CN(C=O)C.C(Cl)Cl. The product is [CH2:18]([O:17][C:11]1([C:14](=[O:16])[NH:47][C:43]2[CH:44]=[CH:45][CH:46]=[C:41]([O:40][C:39](=[O:48])[N:38]([CH3:37])[CH3:49])[CH:42]=2)[CH2:10][CH2:9][N:8]([C:6]([O:5][C:1]([CH3:4])([CH3:3])[CH3:2])=[O:7])[CH2:13][CH2:12]1)[C:19]1[CH:20]=[CH:21][CH:22]=[CH:23][CH:24]=1. The yield is 0.820. (2) The reactants are [H-].[Na+].[CH3:3][O:4][CH2:5][CH2:6][NH:7][C:8]([C:10]1[CH:11]=[C:12]2[C:16](=[CH:17][CH:18]=1)[NH:15][C:14](=[O:19])[CH2:13]2)=[O:9].[Cl:20][C:21]1[N+:26]([O-])=[CH:25][C:24]([CH2:28][N:29]2[CH2:34][CH2:33][O:32][CH2:31][CH2:30]2)=[CH:23][CH:22]=1.P(Cl)(Cl)Cl. The catalyst is CN(C)C=O. The product is [ClH:20].[OH:19][C:14]1[NH:15][C:16]2[C:12]([C:13]=1[C:21]1[CH:22]=[CH:23][C:24]([CH2:28][N:29]3[CH2:34][CH2:33][O:32][CH2:31][CH2:30]3)=[CH:25][N:26]=1)=[CH:11][C:10]([C:8]([NH:7][CH2:6][CH2:5][O:4][CH3:3])=[O:9])=[CH:18][CH:17]=2. The yield is 0.240. (3) The reactants are [ClH:1].[N:2]1[C:11]2[C:6](=[CH:7][CH:8]=[CH:9][CH:10]=2)[CH:5]=[CH:4][C:3]=1/[C:12](/[CH3:21])=[CH:13]/[C:14]1[CH:19]=[CH:18][CH:17]=[CH:16][C:15]=1[OH:20]. The product is [ClH:1].[N:2]1[C:11]2[C:6](=[CH:7][CH:8]=[CH:9][CH:10]=2)[CH:5]=[CH:4][C:3]=1/[C:12](/[CH3:21])=[CH:13]/[C:14]1[CH:19]=[CH:18][CH:17]=[CH:16][C:15]=1[OH:20]. The yield is 0.800. The catalyst is C(OCC)C. (4) The reactants are [Br:1][C:2]1[CH:3]=[N:4][CH:5]=[C:6]([CH:10]=1)C(O)=O.C1(P(N=[N+]=[N-])(C2C=CC=CC=2)=[O:18])C=CC=CC=1.CC[N:30]([CH2:33]C)CC.[CH2:35]([OH:42])[C:36]1[CH:41]=[CH:40][CH:39]=[CH:38][CH:37]=1. The catalyst is C1(C)C=CC=CC=1. The product is [Br:1][C:2]1[CH:10]=[C:6]([NH:30][C:33](=[O:18])[O:42][CH2:35][C:36]2[CH:41]=[CH:40][CH:39]=[CH:38][CH:37]=2)[CH:5]=[N:4][CH:3]=1. The yield is 0.730. (5) The reactants are [F:1][C:2]1[CH:3]=[CH:4][CH:5]=[C:6]2[C:10]=1[NH:9][C:8](=[O:11])[C:7]12[CH2:13][CH2:12]1.C([O-])(=O)C.[Na+].[Br:19]Br. The catalyst is C(Cl)Cl.CCOCC. The product is [Br:19][C:4]1[CH:5]=[C:6]2[C:10](=[C:2]([F:1])[CH:3]=1)[NH:9][C:8](=[O:11])[C:7]12[CH2:13][CH2:12]1. The yield is 0.820.